This data is from Forward reaction prediction with 1.9M reactions from USPTO patents (1976-2016). The task is: Predict the product of the given reaction. (1) Given the reactants [CH3:1][N:2]1[CH2:7][CH2:6][CH:5]([C:8]([OH:10])=O)[CH2:4][CH2:3]1.S(Cl)(Cl)=O.[CH2:15]([NH:17][CH2:18][CH3:19])[CH3:16], predict the reaction product. The product is: [CH2:15]([N:17]([CH2:18][CH3:19])[C:8]([CH:5]1[CH2:4][CH2:3][N:2]([CH3:1])[CH2:7][CH2:6]1)=[O:10])[CH3:16]. (2) Given the reactants [Cl:1][C:2]1[CH:7]=[C:6]([N+:8]([O-])=O)[CH:5]=[CH:4][C:3]=1[C:11]([CH3:27])([CH3:26])[CH2:12][NH:13][C:14]([C:16]1[C:24]2[C:19](=[CH:20][CH:21]=[CH:22][CH:23]=2)[N:18]([CH3:25])[N:17]=1)=[O:15], predict the reaction product. The product is: [NH2:8][C:6]1[CH:5]=[CH:4][C:3]([C:11]([CH3:26])([CH3:27])[CH2:12][NH:13][C:14]([C:16]2[C:24]3[C:19](=[CH:20][CH:21]=[CH:22][CH:23]=3)[N:18]([CH3:25])[N:17]=2)=[O:15])=[C:2]([Cl:1])[CH:7]=1. (3) Given the reactants F[C:2]1[C:7]([N+:8]([O-:10])=[O:9])=[CH:6][C:5]([NH:11][C:12]2[N:17]=[C:16]([N:18]3[CH:22]=[C:21]([CH:23]=[O:24])[C:20]([C:25]4[CH:30]=[CH:29][CH:28]=[CH:27][CH:26]=4)=[N:19]3)[CH:15]=[CH:14][N:13]=2)=[C:4]([O:31][CH3:32])[CH:3]=1.CC1C(C=O)=CN(C2C=CN=C(NC3C=C[C:51]([N:54]4C[CH2:58][O:57][CH2:56][CH2:55]4)=C([N+]([O-])=O)C=3)N=2)N=1, predict the reaction product. The product is: [CH3:32][O:31][C:4]1[CH:3]=[C:2]([N:54]([CH2:55][CH2:56][O:57][CH3:58])[CH3:51])[C:7]([N+:8]([O-:10])=[O:9])=[CH:6][C:5]=1[NH:11][C:12]1[N:17]=[C:16]([N:18]2[CH:22]=[C:21]([CH:23]=[O:24])[C:20]([C:25]3[CH:30]=[CH:29][CH:28]=[CH:27][CH:26]=3)=[N:19]2)[CH:15]=[CH:14][N:13]=1. (4) Given the reactants C([Li])CCC.[S:6]1[CH2:11][CH2:10][CH2:9][S:8][CH:7]1[C:12]1[CH:17]=[CH:16][C:15]([C:18]2[CH:23]=[CH:22][CH:21]=[CH:20][N:19]=2)=[CH:14][CH:13]=1.[CH3:24][C:25]([CH3:41])([CH3:40])[CH2:26][C:27]1[N:28]=[C:29]([CH:38]=[O:39])[N:30]([S:32]([N:35]([CH3:37])[CH3:36])(=[O:34])=[O:33])[CH:31]=1, predict the reaction product. The product is: [CH3:24][C:25]([CH3:41])([CH3:40])[CH2:26][C:27]1[N:28]=[C:29]([CH:38]([OH:39])[C:7]2([C:12]3[CH:13]=[CH:14][C:15]([C:18]4[CH:23]=[CH:22][CH:21]=[CH:20][N:19]=4)=[CH:16][CH:17]=3)[S:8][CH2:9][CH2:10][CH2:11][S:6]2)[N:30]([S:32]([N:35]([CH3:36])[CH3:37])(=[O:33])=[O:34])[CH:31]=1. (5) The product is: [N:35]1([CH2:41][C:42]2[NH:44][N:45]=[C:5]([C:7]3[CH:8]=[C:9]4[C:13](=[CH:14][CH:15]=3)[NH:12][N:11]=[C:10]4[C:16]3[CH:25]=[CH:24][C:23]4[C:18](=[CH:19][CH:20]=[C:21]([O:26][CH2:27][CH2:28][N:29]5[CH2:30][CH2:31][CH2:32][CH2:33][CH2:34]5)[CH:22]=4)[CH:17]=3)[N:6]=2)[CH2:40][CH2:39][O:38][CH2:37][CH2:36]1. Given the reactants Cl.C(O[C:5]([C:7]1[CH:8]=[C:9]2[C:13](=[CH:14][CH:15]=1)[NH:12][N:11]=[C:10]2[C:16]1[CH:25]=[CH:24][C:23]2[C:18](=[CH:19][CH:20]=[C:21]([O:26][CH2:27][CH2:28][N:29]3[CH2:34][CH2:33][CH2:32][CH2:31][CH2:30]3)[CH:22]=2)[CH:17]=1)=[NH:6])C.[N:35]1([CH2:41][C:42]([NH:44][NH2:45])=O)[CH2:40][CH2:39][O:38][CH2:37][CH2:36]1.C(N(CC)CC)C, predict the reaction product. (6) The product is: [Br:1][C:2]1[CH:3]=[CH:4][C:5]([C@@H:8]2[CH2:10][C@H:9]2[CH:11]=[O:12])=[CH:6][CH:7]=1. Given the reactants [Br:1][C:2]1[CH:7]=[CH:6][C:5]([C@@H:8]2[CH2:10][C@H:9]2[C:11](N2[C@@H]3C[C@@H]4C(C)(C)[C@]3(CC4)CS2(=O)=O)=[O:12])=[CH:4][CH:3]=1.[H-].C([Al+]CC(C)C)C(C)C.C(=O)=O.[Cl-].[NH4+], predict the reaction product.